Dataset: Experimentally validated miRNA-target interactions with 360,000+ pairs, plus equal number of negative samples. Task: Binary Classification. Given a miRNA mature sequence and a target amino acid sequence, predict their likelihood of interaction. (1) The miRNA is hsa-let-7e-5p with sequence UGAGGUAGGAGGUUGUAUAGUU. The protein sequence of the target gene is MSPLECSECFGDQLLHRTYTWQLTLHSRPNYTRKRDTRSESLEIPISVVLPQRGTAEPFPRLHNLYSTPRCAQQAALPRLSRRMASQHSYPLNRFSSVPLDPMERPMSQADLELDYNPPRVQLSDEMFVFQDGRWVNENCRLQSPYFSPSASFHHKLHHKRLAKECMLQEENKSLREENKALREENRMLSKENKILQVFWEEHKASLGREESRAPSPLLHKDSASLEVVKKDHVALQVPRGKEDSTLQLLREENRALQQLLEQKQAYWAQAEDTAAPAEESKPAPSPHEEPCSPGLLQDQ.... Result: 0 (no interaction). (2) The miRNA is hsa-let-7a-3p with sequence CUAUACAAUCUACUGUCUUUC. The protein sequence of the target gene is MADAGIRRVVPSDLYPLVLGFLRDNQLSEVANKFAKATGATQQDANASSLLDIYSFWLKSAKVPERKLQANGPVAKKAKKKASSSDSEDSSEEEEEVQGPPAKKAAVPAKRVGLPPGKAAAKASESSSSEESSDDDDEEDQKKQPVQKGVKPQAKAAKAPPKKAKSSDSDSDSSSEDEPPKNQKPKITPVTVKAQTKAPPKPARAAPKIANGKAASSSSSSSSSSSSDDSEEEKAAATPKKTVPKKQVVAKAPVKAATTPTRKSSSSEDSSSDEEEEQKKPMKNKPGPYSSVPPPSAPPP.... Result: 1 (interaction).